From a dataset of Full USPTO retrosynthesis dataset with 1.9M reactions from patents (1976-2016). Predict the reactants needed to synthesize the given product. (1) The reactants are: [SH:1][C:2]1[NH:6][N:5]=[C:4]([CH2:7][CH2:8][C:9]([O:11][CH2:12][CH3:13])=[O:10])[N:3]=1.Cl[CH2:15][C:16]1[CH:35]=[CH:34][C:19]([O:20][CH2:21][C:22]2[N:23]=[C:24]([C:28]3[CH:33]=[CH:32][CH:31]=[CH:30][CH:29]=3)[O:25][C:26]=2[CH3:27])=[CH:18][CH:17]=1.C(=O)([O-])[O-].[K+].[K+].CN(C)C=O. Given the product [CH3:27][C:26]1[O:25][C:24]([C:28]2[CH:29]=[CH:30][CH:31]=[CH:32][CH:33]=2)=[N:23][C:22]=1[CH2:21][O:20][C:19]1[CH:18]=[CH:17][C:16]([CH2:15][S:1][C:2]2[NH:6][N:5]=[C:4]([CH2:7][CH2:8][C:9]([O:11][CH2:12][CH3:13])=[O:10])[N:3]=2)=[CH:35][CH:34]=1, predict the reactants needed to synthesize it. (2) Given the product [Cl:11][C:12]1[N:13]=[CH:14][C:15]([C:2]2[N:7]=[CH:6][C:5]([CH2:8][CH2:9][CH3:10])=[CH:4][N:3]=2)=[CH:16][C:17]=1[F:18], predict the reactants needed to synthesize it. The reactants are: I[C:2]1[N:7]=[CH:6][C:5]([CH2:8][CH2:9][CH3:10])=[CH:4][N:3]=1.[Cl:11][C:12]1[C:17]([F:18])=[CH:16][C:15](B2OC(CC)(CC)C(CC)(CC)O2)=[CH:14][N:13]=1.P([O-])([O-])([O-])=O.[K+].[K+].[K+].O. (3) Given the product [CH2:31]1[C:32]2[C:37](=[CH:36][CH:35]=[CH:34][CH:33]=2)[CH2:38][N:30]1[C:28]([C:22]1[CH:23]=[C:24]2[C:19](=[CH:20][C:21]=1[CH3:39])[N:18]1[C:14]([C@@H:10]3[CH2:11][CH2:12][CH2:13][C@@H:9]3[OH:8])=[N:15][N:16]=[C:17]1[C:26](=[O:27])[NH:25]2)=[O:29], predict the reactants needed to synthesize it. The reactants are: C([O:8][C@H:9]1[CH2:13][CH2:12][CH2:11][C@H:10]1[C:14]1[N:18]2[C:19]3[C:24]([NH:25][C:26](=[O:27])[C:17]2=[N:16][N:15]=1)=[CH:23][C:22]([C:28]([N:30]1[CH2:38][C:37]2[C:32](=[CH:33][CH:34]=[CH:35][CH:36]=2)[CH2:31]1)=[O:29])=[C:21]([CH3:39])[CH:20]=3)C1C=CC=CC=1. (4) Given the product [O:1]=[S:2]1(=[O:30])[C:8]2[CH:9]=[C:10]([C:33]([O:35][CH2:36][CH3:37])=[O:34])[C:11]([S:13][CH3:14])=[CH:12][C:7]=2[N:6]([C:16]2[CH:21]=[CH:20][CH:19]=[CH:18][CH:17]=2)[CH2:5][C:4]([CH2:22][CH2:23][CH2:24][CH3:25])([CH2:26][CH2:27][CH2:28][CH3:29])[CH2:3]1, predict the reactants needed to synthesize it. The reactants are: [O:1]=[S:2]1(=[O:30])[C:8]2[CH:9]=[C:10](O)[C:11]([S:13][CH3:14])=[CH:12][C:7]=2[N:6]([C:16]2[CH:21]=[CH:20][CH:19]=[CH:18][CH:17]=2)[CH2:5][C:4]([CH2:26][CH2:27][CH2:28][CH3:29])([CH2:22][CH2:23][CH2:24][CH3:25])[CH2:3]1.BrC[C:33]([O:35][CH2:36][CH3:37])=[O:34].C(=O)([O-])[O-].[Na+].[Na+]. (5) Given the product [CH2:28]([CH:27]1[O:36][CH:26]1[CH:25]([C:8]1[CH:9]=[CH:10][CH:11]=[CH:12][CH:13]=1)[OH:32])[CH2:29][CH2:30][CH3:31], predict the reactants needed to synthesize it. The reactants are: B([CH:8]1[CH2:13][CH2:12][CH2:11][CH2:10][CH2:9]1)[CH:8]1[CH2:13][CH2:12][CH2:11][CH2:10][CH2:9]1.C#CCCCC.[Zn](CC)CC.[CH:25](=[O:32])[C:26]1[CH:31]=[CH:30][CH:29]=[CH:28][CH:27]=1.CC([O:36]C([C@H](O)[C@@H](O)C(OC(C)C)=O)=O)C. (6) The reactants are: [C:1]([O:5][C:6]([N:8]1[CH2:13][CH2:12][CH:11]([NH:14][CH2:15][CH3:16])[CH2:10][CH2:9]1)=[O:7])([CH3:4])([CH3:3])[CH3:2].C(N(CC)CC)C.[C:24]1([S:30](Cl)(=[O:32])=[O:31])[CH:29]=[CH:28][CH:27]=[CH:26][CH:25]=1. Given the product [C:1]([O:5][C:6]([N:8]1[CH2:9][CH2:10][CH:11]([N:14]([CH2:15][CH3:16])[S:30]([C:24]2[CH:29]=[CH:28][CH:27]=[CH:26][CH:25]=2)(=[O:32])=[O:31])[CH2:12][CH2:13]1)=[O:7])([CH3:4])([CH3:3])[CH3:2], predict the reactants needed to synthesize it. (7) Given the product [Cl:26][C:24]1[CH:25]=[C:21]([C:19]([NH:18][C@H:15]2[CH2:16][CH2:17][N:12]([C:4]3[N:3]=[C:2]([O:31][CH3:30])[N:7]=[C:6]([C:8]([OH:10])=[O:9])[CH:5]=3)[CH2:13][C@H:14]2[O:28][CH3:29])=[O:20])[NH:22][C:23]=1[CH3:27], predict the reactants needed to synthesize it. The reactants are: Cl[C:2]1[N:7]=[C:6]([C:8]([O:10]C)=[O:9])[CH:5]=[C:4]([N:12]2[CH2:17][CH2:16][C@H:15]([NH:18][C:19]([C:21]3[NH:22][C:23]([CH3:27])=[C:24]([Cl:26])[CH:25]=3)=[O:20])[C@H:14]([O:28][CH3:29])[CH2:13]2)[N:3]=1.[CH3:30][OH:31].Cl. (8) Given the product [Cl:1][C:2]1[CH:7]=[C:6]([Cl:8])[CH:5]=[CH:4][C:3]=1[C:9]1[C:30](=[O:31])[N:29]([CH3:32])[C:12]2[N:13]([CH3:28])[C:14]3[C:19]([C:11]=2[CH:10]=1)=[CH:18][C:17]([C:20]1[CH:24]=[C:23]([CH2:25][O:26][C:33](=[O:38])[C:34]([CH3:37])([CH3:36])[CH3:35])[N:22]([CH3:27])[N:21]=1)=[CH:16][CH:15]=3, predict the reactants needed to synthesize it. The reactants are: [Cl:1][C:2]1[CH:7]=[C:6]([Cl:8])[CH:5]=[CH:4][C:3]=1[C:9]1[C:30](=[O:31])[N:29]([CH3:32])[C:12]2[N:13]([CH3:28])[C:14]3[C:19]([C:11]=2[CH:10]=1)=[CH:18][C:17]([C:20]1[CH:24]=[C:23]([CH2:25][OH:26])[N:22]([CH3:27])[N:21]=1)=[CH:16][CH:15]=3.[C:33](Cl)(=[O:38])[C:34]([CH3:37])([CH3:36])[CH3:35]. (9) Given the product [N:1]1[CH:6]=[CH:5][CH:4]=[C:3]([C:7]2[C:15]3[O:14][CH:13]([CH2:16][NH:17][C:28](=[O:29])[O:30][CH2:31][C:32]4[CH:37]=[CH:36][CH:35]=[CH:34][CH:33]=4)[CH2:12][C:11]=3[CH:10]=[CH:9][CH:8]=2)[CH:2]=1, predict the reactants needed to synthesize it. The reactants are: [N:1]1[CH:6]=[CH:5][CH:4]=[C:3]([C:7]2[C:15]3[O:14][CH:13]([CH2:16][NH2:17])[CH2:12][C:11]=3[CH:10]=[CH:9][CH:8]=2)[CH:2]=1.C(N(C(C)C)CC)(C)C.Cl[C:28]([O:30][CH2:31][C:32]1[CH:37]=[CH:36][CH:35]=[CH:34][CH:33]=1)=[O:29].C(OC(=O)NCC1CC2C=CC=C(C3CCCC3)C=2O1)C1C=CC=CC=1.